Dataset: CYP2C19 inhibition data for predicting drug metabolism from PubChem BioAssay. Task: Regression/Classification. Given a drug SMILES string, predict its absorption, distribution, metabolism, or excretion properties. Task type varies by dataset: regression for continuous measurements (e.g., permeability, clearance, half-life) or binary classification for categorical outcomes (e.g., BBB penetration, CYP inhibition). Dataset: cyp2c19_veith. (1) The compound is CC(C)CC(C(=O)NCC1CCCO1)N(C(=O)Cn1nnc(-c2ccc(F)cc2)n1)c1ccccc1F. The result is 1 (inhibitor). (2) The compound is O=c1oc2cc(Oc3ccc(C(F)(F)F)cc3[N+](=O)[O-])ccc2c2c1CCCC2. The result is 0 (non-inhibitor).